This data is from Full USPTO retrosynthesis dataset with 1.9M reactions from patents (1976-2016). The task is: Predict the reactants needed to synthesize the given product. (1) The reactants are: [Cl:1][C:2]1[S:6][C:5]([C:7]2[S:8][CH:9]=[CH:10][CH:11]=2)=[CH:4][CH:3]=1.[Li]CCCC.CN([CH:20]=[O:21])C.C1C[O:25]CC1. Given the product [Cl:1][C:2]1[S:6][C:5]([C:7]2[S:8][C:9]([C:20]([OH:21])=[O:25])=[CH:10][CH:11]=2)=[CH:4][CH:3]=1, predict the reactants needed to synthesize it. (2) Given the product [NH2:5][C:4]1[CH:3]=[C:2]([C:6]([CH3:9])([CH3:8])[CH3:7])[Se:10][C:14]=1[N+:15]([O-:17])=[O:16], predict the reactants needed to synthesize it. The reactants are: Cl[C:2]([C:6]([CH3:9])([CH3:8])[CH3:7])=[CH:3][C:4]#[N:5].[Se-2:10].[Na+].[Na+].Br[CH2:14][N+:15]([O-:17])=[O:16]. (3) The reactants are: [C:1]([CH2:3][C:4]([O:6][CH2:7][CH3:8])=[O:5])#[N:2].C([O-])([O-])=O.[K+].[K+].[CH3:15][O:16][C:17]1[CH:18]=[C:19]([C:23](=[O:26])[CH:24]=[CH2:25])[CH:20]=[CH:21][CH:22]=1. Given the product [C:1]([CH:3]([CH2:25][CH2:24][C:23]([C:19]1[CH:20]=[CH:21][CH:22]=[C:17]([O:16][CH3:15])[CH:18]=1)=[O:26])[C:4]([O:6][CH2:7][CH3:8])=[O:5])#[N:2], predict the reactants needed to synthesize it. (4) The reactants are: [CH2:1]([C:8]1[CH:9]=[N:10][C:11]2[C:16]([C:17]=1[C:18]1[CH:19]=[C:20]([NH2:24])[CH:21]=[CH:22][CH:23]=1)=[CH:15][CH:14]=[CH:13][C:12]=2[C:25]([F:28])([F:27])[F:26])[C:2]1[CH:7]=[CH:6][CH:5]=[CH:4][CH:3]=1.[N+:29]([C:32]1[CH:39]=[CH:38][CH:37]=[CH:36][C:33]=1[CH:34]=O)([O-:31])=[O:30]. Given the product [CH2:1]([C:8]1[CH:9]=[N:10][C:11]2[C:16]([C:17]=1[C:18]1[CH:19]=[C:20]([NH:24][CH2:34][C:33]3[CH:36]=[CH:37][CH:38]=[CH:39][C:32]=3[N+:29]([O-:31])=[O:30])[CH:21]=[CH:22][CH:23]=1)=[CH:15][CH:14]=[CH:13][C:12]=2[C:25]([F:28])([F:26])[F:27])[C:2]1[CH:3]=[CH:4][CH:5]=[CH:6][CH:7]=1, predict the reactants needed to synthesize it.